This data is from Reaction yield outcomes from USPTO patents with 853,638 reactions. The task is: Predict the reaction yield, written as a fraction of the theoretical maximum amount of product (1.0 means a 100% yield; for example, 0.34 means a 34% yield). (1) The reactants are Br[C:2]1[CH:7]=[CH:6][C:5]([S:8]([NH2:11])(=[O:10])=[O:9])=[CH:4][CH:3]=1.C([O-])(=O)C.[K+].[CH:17]12[CH2:22][CH:21]1[CH2:20][N:19]([C:23](=[O:37])[CH2:24][C:25]1[S:26][CH:27]=[C:28]([C:30]3[CH:35]=[CH:34][C:33]([Cl:36])=[CH:32][CH:31]=3)[N:29]=1)[CH2:18]2. The catalyst is C([O-])(=O)C.[Pd+2].C([O-])(=O)C.CC(N(C)C)=O. The product is [CH:17]12[CH2:22][CH:21]1[CH2:20][N:19]([C:23](=[O:37])[CH2:24][C:25]1[S:26][C:27]([C:2]3[CH:7]=[CH:6][C:5]([S:8]([NH2:11])(=[O:10])=[O:9])=[CH:4][CH:3]=3)=[C:28]([C:30]3[CH:35]=[CH:34][C:33]([Cl:36])=[CH:32][CH:31]=3)[N:29]=1)[CH2:18]2. The yield is 0.0673. (2) The product is [C:18]([CH2:2][CH2:3][CH2:4][Si:5]([CH2:14][C:15](=[CH2:17])[CH3:16])([CH2:10][C:11](=[CH2:13])[CH3:12])[CH2:6][C:7](=[CH2:9])[CH3:8])#[N:19]. The catalyst is CN(C)C=O. The yield is 0.950. The reactants are Cl[CH2:2][CH2:3][CH2:4][Si:5]([CH2:14][C:15](=[CH2:17])[CH3:16])([CH2:10][C:11](=[CH2:13])[CH3:12])[CH2:6][C:7](=[CH2:9])[CH3:8].[C-:18]#[N:19].[Na+]. (3) The reactants are [CH2:1]([C:3]1[N:13]([C:14]2[CH:19]=[CH:18][C:17]([CH2:20][CH2:21][N:22]=[N+]=[N-])=[CH:16][CH:15]=2)[C:6]2=[N:7][C:8]([Cl:12])=[C:9]([Cl:11])[CH:10]=[C:5]2[N:4]=1)[CH3:2]. The catalyst is CO.[Pd].CC([O-])=O.CC([O-])=O.[Pb+2]. The product is [CH2:1]([C:3]1[N:13]([C:14]2[CH:19]=[CH:18][C:17]([CH2:20][CH2:21][NH2:22])=[CH:16][CH:15]=2)[C:6]2=[N:7][C:8]([Cl:12])=[C:9]([Cl:11])[CH:10]=[C:5]2[N:4]=1)[CH3:2]. The yield is 0.940. (4) The reactants are [NH2:1][C:2]1[CH:3]=[CH:4][C:5]2[N:10]([CH2:11][CH2:12][CH2:13][N:14]([CH3:22])[C:15](=[O:21])[O:16][C:17]([CH3:20])([CH3:19])[CH3:18])[CH2:9][CH2:8][S:7][C:6]=2[CH:23]=1.I.[S:25]1[CH:29]=[CH:28][CH:27]=[C:26]1[C:30](SC)=[NH:31].C([O-])(O)=O.[Na+]. The catalyst is C(O)C. The product is [CH3:22][N:14]([CH2:13][CH2:12][CH2:11][N:10]1[CH2:9][CH2:8][S:7][C:6]2[CH:23]=[C:2]([NH:1][C:30]([C:26]3[S:25][CH:29]=[CH:28][CH:27]=3)=[NH:31])[CH:3]=[CH:4][C:5]1=2)[C:15](=[O:21])[O:16][C:17]([CH3:18])([CH3:19])[CH3:20]. The yield is 0.870. (5) The reactants are [N:1]1([CH2:6][CH2:7][CH2:8][N:9]2[CH2:14][CH2:13][CH:12]([CH2:15][NH:16][C:17](=[O:28])[C:18]3[CH:23]=[C:22]([Cl:24])[C:21]([NH2:25])=[CH:20][C:19]=3[O:26][CH3:27])[CH2:11][CH2:10]2)[CH:5]=[CH:4][N:3]=[N:2]1.Cl.COC(C)(C)C. The catalyst is CO. The product is [ClH:24].[N:1]1([CH2:6][CH2:7][CH2:8][N:9]2[CH2:10][CH2:11][CH:12]([CH2:15][NH:16][C:17](=[O:28])[C:18]3[CH:23]=[C:22]([Cl:24])[C:21]([NH2:25])=[CH:20][C:19]=3[O:26][CH3:27])[CH2:13][CH2:14]2)[CH:5]=[CH:4][N:3]=[N:2]1. The yield is 0.730. (6) The reactants are [C:1]1([C:7]2[C:11]([C:12]([F:15])([F:14])[F:13])=[C:10]([C:16](F)=[O:17])[O:9][N:8]=2)[CH:6]=[CH:5][CH:4]=[CH:3][CH:2]=1.[F:19][C:20]1[CH:21]=[C:22]([CH:27]=[CH:28][C:29]=1[CH2:30][OH:31])[C:23](=[N:25]O)[NH2:24].CCN(C(C)C)C(C)C. The catalyst is C(#N)C.ClCCl. The product is [F:19][C:20]1[CH:21]=[C:22]([C:23]2[N:25]=[C:16]([C:10]3[O:9][N:8]=[C:7]([C:1]4[CH:6]=[CH:5][CH:4]=[CH:3][CH:2]=4)[C:11]=3[C:12]([F:15])([F:14])[F:13])[O:17][N:24]=2)[CH:27]=[CH:28][C:29]=1[CH2:30][OH:31]. The yield is 0.500. (7) The reactants are [Si]([O:8][CH2:9][C@@H:10]([NH:12][C:13]([C:15]1[N:16]=[C:17]([N:20]2[CH2:23][CH:22]([S:24][C:25]3[C@H:26]([CH3:49])[C@@H:27]4[C@@H:44]([C@H:45]([OH:47])[CH3:46])[C:43](=[O:48])[N:28]4[C:29]=3[C:30]([O:32][CH2:33][C:34]3[CH:39]=[CH:38][C:37]([N+:40]([O-:42])=[O:41])=[CH:36][CH:35]=3)=[O:31])[CH2:21]2)[S:18][CH:19]=1)=[O:14])[CH3:11])(C(C)(C)C)(C)C.C(O)(=O)C.[F-].C([N+](CCCC)(CCCC)CCCC)CCC. The catalyst is O1CCCC1. The product is [OH:8][CH2:9][C@@H:10]([NH:12][C:13]([C:15]1[N:16]=[C:17]([N:20]2[CH2:21][CH:22]([S:24][C:25]3[C@H:26]([CH3:49])[C@@H:27]4[C@@H:44]([C@H:45]([OH:47])[CH3:46])[C:43](=[O:48])[N:28]4[C:29]=3[C:30]([O:32][CH2:33][C:34]3[CH:39]=[CH:38][C:37]([N+:40]([O-:42])=[O:41])=[CH:36][CH:35]=3)=[O:31])[CH2:23]2)[S:18][CH:19]=1)=[O:14])[CH3:11]. The yield is 0.580. (8) The reactants are [F:1][C:2]1[CH:7]=[CH:6][C:5]([CH2:8][C:9](=O)[CH3:10])=[C:4]([N+:12]([O-])=O)[CH:3]=1.[Sn](Cl)Cl.C1(P(C2C=CC=CC=2)C2C=CC=CC=2)C=CC=CC=1.[C]=O. The catalyst is [Pd].O1CCOCC1. The product is [F:1][C:2]1[CH:3]=[C:4]2[C:5]([CH:8]=[C:9]([CH3:10])[NH:12]2)=[CH:6][CH:7]=1. The yield is 0.100. (9) The reactants are [OH:1][C:2]1[CH:3]=[C:4]([C:8]23[CH2:15][CH2:14][C:11]([CH2:16][C:17]([OH:19])=[O:18])([CH2:12][CH2:13]2)[CH2:10][O:9]3)[CH:5]=[CH:6][CH:7]=1.[CH3:20]C1C=CC(S(O)(=O)=O)=CC=1. The catalyst is CO. The product is [OH:1][C:2]1[CH:3]=[C:4]([C:8]23[CH2:13][CH2:12][C:11]([CH2:16][C:17]([O:19][CH3:20])=[O:18])([CH2:14][CH2:15]2)[CH2:10][O:9]3)[CH:5]=[CH:6][CH:7]=1. The yield is 0.930. (10) The reactants are [OH:1][C:2]1[C:9]([CH3:10])=[CH:8][C:5]([C:6]#[N:7])=[CH:4][C:3]=1[CH3:11].[H-].[Na+].[CH2:14]([N:21]1[C:25]2[N:26]=[C:27]([NH2:31])[N:28]=[C:29](Cl)[C:24]=2[CH:23]=[CH:22]1)[C:15]1[CH:20]=[CH:19][CH:18]=[CH:17][CH:16]=1. The catalyst is CN1C=CC=CC1=O. The product is [NH2:31][C:27]1[N:28]=[C:29]([O:1][C:2]2[C:3]([CH3:11])=[CH:4][C:5]([C:6]#[N:7])=[CH:8][C:9]=2[CH3:10])[C:24]2[CH:23]=[CH:22][N:21]([CH2:14][C:15]3[CH:16]=[CH:17][CH:18]=[CH:19][CH:20]=3)[C:25]=2[N:26]=1. The yield is 0.830.